Predict the reaction yield, written as a fraction of the theoretical maximum amount of product (1.0 means a 100% yield; for example, 0.34 means a 34% yield). From a dataset of Reaction yield outcomes from USPTO patents with 853,638 reactions. The reactants are [NH2:1][C:2]1[C:7]([F:8])=[C:6]([Cl:9])[N:5]=[C:4]([C:10]([O:12][CH3:13])=[O:11])[CH:3]=1.[I:14](O)(=O)(=O)=O.II. The catalyst is CO. The product is [NH2:1][C:2]1[C:7]([F:8])=[C:6]([Cl:9])[N:5]=[C:4]([C:10]([O:12][CH3:13])=[O:11])[C:3]=1[I:14]. The yield is 0.700.